Dataset: hERG potassium channel inhibition data for cardiac toxicity prediction from Karim et al.. Task: Regression/Classification. Given a drug SMILES string, predict its toxicity properties. Task type varies by dataset: regression for continuous values (e.g., LD50, hERG inhibition percentage) or binary classification for toxic/non-toxic outcomes (e.g., AMES mutagenicity, cardiotoxicity, hepatotoxicity). Dataset: herg_karim. (1) The compound is CCCCCCC[NH+](CC)CCC[C@@H](O)c1ccc(NS(C)(=O)=O)cc1. The result is 1 (blocker). (2) The molecule is Cc1cnc(N2CCC([C@H]3C[C@H]3CCOc3nc(C)cc(C#N)n3)CC2)nc1. The result is 1 (blocker). (3) The molecule is O=C1CCCN1C1CCN(Cc2ccc(Oc3nc4ncccc4s3)cc2)CC1. The result is 0 (non-blocker). (4) The compound is COc1ccc2ncc(F)c([C@@H]3OC(=O)O[C@H]3C34CCC(NCc5ccc6c(n5)NC(=O)CO6)(CC3)CO4)c2n1. The result is 1 (blocker). (5) The molecule is CC(C(O)c1ccc2c(c1)CCC(=O)N2)N1CCC(O)(c2ccc3c(c2)COCC3)CC1. The result is 0 (non-blocker). (6) The molecule is Nc1ccc(-c2cnc(N)c(-c3ccc(Cl)cc3)c2)cn1. The result is 1 (blocker).